From a dataset of Peptide-MHC class I binding affinity with 185,985 pairs from IEDB/IMGT. Regression. Given a peptide amino acid sequence and an MHC pseudo amino acid sequence, predict their binding affinity value. This is MHC class I binding data. (1) The peptide sequence is GVYSDYPPL. The MHC is H-2-Kb with pseudo-sequence H-2-Kb. The binding affinity (normalized) is 0.839. (2) The peptide sequence is PIVISKALET. The MHC is HLA-A02:01 with pseudo-sequence HLA-A02:01. The binding affinity (normalized) is 0.0577. (3) The binding affinity (normalized) is 0.0294. The MHC is HLA-A02:03 with pseudo-sequence HLA-A02:03. The peptide sequence is PANINDKQI. (4) The peptide sequence is NLYVSLLLL. The MHC is HLA-A02:01 with pseudo-sequence HLA-A02:01. The binding affinity (normalized) is 0.599.